From a dataset of Forward reaction prediction with 1.9M reactions from USPTO patents (1976-2016). Predict the product of the given reaction. (1) Given the reactants [I:1][C:2]1[CH:7]=[CH:6][CH:5]=[CH:4][C:3]=1[CH2:8][C:9]([OH:11])=O.C(=O)([O-])[O-].[NH4+:16].[NH4+], predict the reaction product. The product is: [I:1][C:2]1[CH:7]=[CH:6][CH:5]=[CH:4][C:3]=1[CH2:8][C:9]([NH2:16])=[O:11]. (2) Given the reactants [I:1][C:2]1[CH:3]=[C:4]([CH:7]=[CH:8][C:9]=1[O:10][CH:11]([CH3:13])[CH3:12])[C:5]#[N:6].Cl.[NH2:15][OH:16].CCN(C(C)C)C(C)C, predict the reaction product. The product is: [OH:16][NH:15][C:5](=[NH:6])[C:4]1[CH:7]=[CH:8][C:9]([O:10][CH:11]([CH3:12])[CH3:13])=[C:2]([I:1])[CH:3]=1. (3) Given the reactants P([O-])([O-])([O-])=O.[K+].[K+].[K+].Br[C:10]1[C:18]2[O:17][C:16](=[O:19])[NH:15][C:14]=2[CH:13]=[CH:12][CH:11]=1.[CH3:20][CH:21]([N:23]1[C:27]([C:28]([NH:30][C:31]2[C:32]3[C:36]([CH:37]=[C:38](B4OC(C)(C)CC(C)(C)O4)[CH:39]=2)=[N:35][N:34](C2CCCCO2)[CH:33]=3)=[O:29])=[CH:26][CH:25]=[N:24]1)[CH3:22].O, predict the reaction product. The product is: [CH3:22][CH:21]([N:23]1[C:27]([C:28]([NH:30][C:31]2[CH:39]=[C:38]([C:10]3[C:18]4[O:17][C:16](=[O:19])[NH:15][C:14]=4[CH:13]=[CH:12][CH:11]=3)[CH:37]=[C:36]3[C:32]=2[CH:33]=[N:34][NH:35]3)=[O:29])=[CH:26][CH:25]=[N:24]1)[CH3:20].